This data is from Forward reaction prediction with 1.9M reactions from USPTO patents (1976-2016). The task is: Predict the product of the given reaction. (1) Given the reactants C([N:8](CC1C=CC=CC=1)[C:9]1([CH2:14][NH:15][C:16]2[C:25]3[C:20](=[CH:21][CH:22]=[C:23](C)[CH:24]=3)[N:19]=[C:18]([N:27]3[CH2:33][C:32]4[CH:34]=[CH:35][CH:36]=[CH:37][C:31]=4[S:30](=[O:39])(=[O:38])[CH2:29][CH2:28]3)[CH:17]=2)C[CH2:12][O:11][CH2:10]1)C1C=CC=CC=1.NCC1(N(CC2C=CC=CC=2)CC2C=CC=CC=2)C[O:51][CH2:50]1, predict the reaction product. The product is: [NH2:8][C:9]1([CH2:14][NH:15][C:16]2[C:25]3[C:20](=[CH:21][CH:22]=[CH:23][CH:24]=3)[N:19]=[C:18]([N:27]3[CH2:33][C:32]4[CH:34]=[CH:35][C:36]([O:51][CH3:50])=[CH:37][C:31]=4[S:30](=[O:39])(=[O:38])[CH2:29][CH2:28]3)[CH:17]=2)[CH2:10][O:11][CH2:12]1. (2) Given the reactants [Cl:1][C:2]1[CH:3]=[C:4]([CH:24]=[CH:25][C:26]=1[S:27][C:28]1[NH:29][CH:30]=[CH:31][N:32]=1)[NH:5][C:6]1[C:15]2[C:10](=[CH:11][CH:12]=[CH:13][C:14]=2[O:16][CH:17]2[CH2:22][CH2:21][N:20]([CH3:23])[CH2:19][CH2:18]2)[N:9]=[CH:8][N:7]=1.C(=O)([O-])[O-].[K+].[K+].Cl[CH2:40][C:41]#[N:42].C1CC2OCCOCCOC3C(OCCOCCOC2CC1)CCCC3, predict the reaction product. The product is: [Cl:1][C:2]1[CH:3]=[C:4]([CH:24]=[CH:25][C:26]=1[S:27][C:28]1[N:32]([CH2:40][C:41]#[N:42])[CH:31]=[CH:30][N:29]=1)[NH:5][C:6]1[C:15]2[C:10](=[CH:11][CH:12]=[CH:13][C:14]=2[O:16][CH:17]2[CH2:22][CH2:21][N:20]([CH3:23])[CH2:19][CH2:18]2)[N:9]=[CH:8][N:7]=1.